From a dataset of Catalyst prediction with 721,799 reactions and 888 catalyst types from USPTO. Predict which catalyst facilitates the given reaction. (1) Reactant: [F:1][C:2]1[CH:7]=[CH:6][CH:5]=[CH:4][C:3]=1[C:8]1[CH:13]=[C:12]([CH3:14])[C:11]([NH2:15])=[C:10]([N+:16]([O-:18])=[O:17])[CH:9]=1.N([O-])=[O:20].[Na+].Cl. Product: [F:1][C:2]1[CH:7]=[CH:6][CH:5]=[CH:4][C:3]=1[C:8]1[CH:13]=[C:12]([CH3:14])[C:11]([NH:15][OH:20])=[C:10]([N+:16]([O-:18])=[O:17])[CH:9]=1. The catalyst class is: 15. (2) The catalyst class is: 98. Product: [C:39]([O:38][C@@H:25]1[C@@H:24]([CH2:23][OH:22])[O:28][C@@H:27]([N:29]2[CH:37]=[C:35]([CH3:36])[C:33](=[O:34])[NH:32][C:30]2=[O:31])[CH2:26]1)(=[O:41])[CH3:40]. Reactant: COC1C=CC(C([O:22][CH2:23][C@H:24]2[O:28][C@@H:27]([N:29]3[CH:37]=[C:35]([CH3:36])[C:33](=[O:34])[NH:32][C:30]3=[O:31])[CH2:26][C@@H:25]2[O:38][C:39](=[O:41])[CH3:40])(C2C=CC=CC=2)C2C=CC(OC)=CC=2)=CC=1.C1(S(O)(=O)=O)C=CC=CC=1.C(=O)(O)[O-].[Na+].